Dataset: Catalyst prediction with 721,799 reactions and 888 catalyst types from USPTO. Task: Predict which catalyst facilitates the given reaction. (1) Reactant: [CH2:1]([C:3]1[C:4]([NH:15][C:16]2[CH:21]=[CH:20][C:19]([CH2:22][C:23]([OH:25])=O)=[CH:18][CH:17]=2)=[N:5][C:6]([C:10]2[S:11][CH:12]=[CH:13][CH:14]=2)=[N:7][C:8]=1[CH3:9])[CH3:2].C([N:29](C(C)C)CC)(C)C.N. Product: [CH2:1]([C:3]1[C:4]([NH:15][C:16]2[CH:21]=[CH:20][C:19]([CH2:22][C:23]([NH2:29])=[O:25])=[CH:18][CH:17]=2)=[N:5][C:6]([C:10]2[S:11][CH:12]=[CH:13][CH:14]=2)=[N:7][C:8]=1[CH3:9])[CH3:2]. The catalyst class is: 7. (2) Reactant: [Br:1][C:2]1[CH:7]=[C:6]([F:8])[C:5]([NH:9][C:10](=[NH:21])[CH2:11][C:12]([C:14]2[CH:19]=[CH:18][C:17]([F:20])=[CH:16][CH:15]=2)=[O:13])=[C:4]([F:22])[CH:3]=1.[C:23](OC)(=[O:26])[C:24]#[CH:25]. Product: [NH2:21][C:10]1[N:9]([C:5]2[C:4]([F:22])=[CH:3][C:2]([Br:1])=[CH:7][C:6]=2[F:8])[C:23](=[O:26])[CH:24]=[CH:25][C:11]=1[C:12](=[O:13])[C:14]1[CH:19]=[CH:18][C:17]([F:20])=[CH:16][CH:15]=1. The catalyst class is: 5. (3) Product: [CH3:15][O:14][C:12]([C:5]1[C:6]([C:8]([F:11])([F:10])[F:9])=[N:7][C:2]([NH:21][C:20]2[CH:22]=[CH:23][CH:24]=[C:18]([C:16]#[N:17])[CH:19]=2)=[N:3][CH:4]=1)=[O:13]. The catalyst class is: 12. Reactant: Cl[C:2]1[N:7]=[C:6]([C:8]([F:11])([F:10])[F:9])[C:5]([C:12]([O:14][CH3:15])=[O:13])=[CH:4][N:3]=1.[C:16]([C:18]1[CH:19]=[C:20]([CH:22]=[CH:23][CH:24]=1)[NH2:21])#[N:17]. (4) Reactant: [N:1]1([CH2:7]/[CH:8]=[CH:9]/[C:10]([O:12]CC)=[O:11])[CH2:6][CH2:5][NH:4][CH2:3][CH2:2]1.[Cl:15][C:16]1[C:21]([I:22])=[CH:20][C:19]([NH:23][CH2:24][C:25](O)=[O:26])=[C:18]([O:28][CH3:29])[CH:17]=1.CN(C(ON1N=NC2C=CC=NC1=2)=[N+](C)C)C.F[P-](F)(F)(F)(F)F.CCN(C(C)C)C(C)C.[OH-].[Li+]. Product: [Cl:15][C:16]1[C:21]([I:22])=[CH:20][C:19]([NH:23][CH2:24][C:25]([N:4]2[CH2:3][CH2:2][N:1]([CH2:7]/[CH:8]=[CH:9]/[C:10]([OH:12])=[O:11])[CH2:6][CH2:5]2)=[O:26])=[C:18]([O:28][CH3:29])[CH:17]=1. The catalyst class is: 827. (5) Reactant: [F:1][C:2]([F:24])([F:23])[C:3]1[CH:4]=[C:5]([C:13]2[N:17]=[CH:16][N:15](/[CH:18]=[CH:19]\[C:20](O)=[O:21])[N:14]=2)[CH:6]=[C:7]([C:9]([F:12])([F:11])[F:10])[CH:8]=1.C1C=CC2N(O)N=NC=2C=1.CCN=C=NCCCN(C)C.Cl.Cl.[CH3:48][C:49]1([OH:53])[CH2:52][NH:51][CH2:50]1.CCN(C(C)C)C(C)C. Product: [F:12][C:9]([F:10])([F:11])[C:7]1[CH:6]=[C:5]([C:13]2[N:17]=[CH:16][N:15](/[CH:18]=[CH:19]\[C:20]([N:51]3[CH2:52][C:49]([OH:53])([CH3:48])[CH2:50]3)=[O:21])[N:14]=2)[CH:4]=[C:3]([C:2]([F:24])([F:1])[F:23])[CH:8]=1. The catalyst class is: 98. (6) Reactant: [CH3:1][O:2][C:3](=[O:14])[C:4]1[CH:9]=[CH:8][C:7]([F:10])=[C:6]([N+:11]([O-])=O)[CH:5]=1.[H][H]. Product: [CH3:1][O:2][C:3](=[O:14])[C:4]1[CH:9]=[CH:8][C:7]([F:10])=[C:6]([NH2:11])[CH:5]=1. The catalyst class is: 29.